From a dataset of NCI-60 drug combinations with 297,098 pairs across 59 cell lines. Regression. Given two drug SMILES strings and cell line genomic features, predict the synergy score measuring deviation from expected non-interaction effect. (1) Drug 1: CN(C)N=NC1=C(NC=N1)C(=O)N. Drug 2: C1CNP(=O)(OC1)N(CCCl)CCCl. Cell line: TK-10. Synergy scores: CSS=-3.47, Synergy_ZIP=-0.768, Synergy_Bliss=-4.86, Synergy_Loewe=-5.93, Synergy_HSA=-5.83. (2) Drug 1: CC1CCC2CC(C(=CC=CC=CC(CC(C(=O)C(C(C(=CC(C(=O)CC(OC(=O)C3CCCCN3C(=O)C(=O)C1(O2)O)C(C)CC4CCC(C(C4)OC)O)C)C)O)OC)C)C)C)OC. Drug 2: CS(=O)(=O)OCCCCOS(=O)(=O)C. Cell line: IGROV1. Synergy scores: CSS=10.6, Synergy_ZIP=-4.48, Synergy_Bliss=-0.862, Synergy_Loewe=-6.68, Synergy_HSA=-0.435. (3) Drug 1: CC1C(C(CC(O1)OC2CC(CC3=C2C(=C4C(=C3O)C(=O)C5=C(C4=O)C(=CC=C5)OC)O)(C(=O)C)O)N)O.Cl. Drug 2: C1=NC2=C(N=C(N=C2N1C3C(C(C(O3)CO)O)F)Cl)N. Cell line: A549. Synergy scores: CSS=42.8, Synergy_ZIP=-6.19, Synergy_Bliss=-2.46, Synergy_Loewe=-11.9, Synergy_HSA=-1.97.